Dataset: Reaction yield outcomes from USPTO patents with 853,638 reactions. Task: Predict the reaction yield, written as a fraction of the theoretical maximum amount of product (1.0 means a 100% yield; for example, 0.34 means a 34% yield). (1) The reactants are [F:1][C:2]1[CH:7]=[CH:6][C:5]([C:8]2[CH:9]=[C:10]3[C:15](=[CH:16][CH:17]=2)[CH:14]=[C:13]([S:18]([O-:20])=[O:19])[CH:12]=[CH:11]3)=[CH:4][CH:3]=1.[Na+].Br[C:23]1[C:28]([C:29]2([OH:33])[CH2:32][CH2:31][CH2:30]2)=[CH:27][CH:26]=[CH:25][N:24]=1. No catalyst specified. The product is [F:1][C:2]1[CH:7]=[CH:6][C:5]([C:8]2[CH:9]=[C:10]3[C:15](=[CH:16][CH:17]=2)[CH:14]=[C:13]([S:18]([C:23]2[C:28]([C:29]4([OH:33])[CH2:32][CH2:31][CH2:30]4)=[CH:27][CH:26]=[CH:25][N:24]=2)(=[O:20])=[O:19])[CH:12]=[CH:11]3)=[CH:4][CH:3]=1. The yield is 0.460. (2) The catalyst is C(Cl)Cl.O1CCOCC1. The yield is 0.770. The product is [C:1]([C:5]1[O:9][N:8]=[C:7]([NH:10][C:11]([NH:12][C:13]2[CH:44]=[CH:43][CH:42]=[C:15]([O:16][C:17]3[C:26]4[C:21](=[CH:22][C:23]([O:29][C@H:30]5[CH2:34][CH2:33][NH:32][CH2:31]5)=[C:24]([O:27][CH3:28])[CH:25]=4)[N:20]=[CH:19][N:18]=3)[CH:14]=2)=[O:45])[CH:6]=1)([CH3:4])([CH3:2])[CH3:3]. The reactants are [C:1]([C:5]1[O:9][N:8]=[C:7]([NH:10][C:11](=[O:45])[NH:12][C:13]2[CH:14]=[C:15]([CH:42]=[CH:43][CH:44]=2)[O:16][C:17]2[C:26]3[C:21](=[CH:22][C:23]([O:29][C@H:30]4[CH2:34][CH2:33][N:32](C(OC(C)(C)C)=O)[CH2:31]4)=[C:24]([O:27][CH3:28])[CH:25]=3)[N:20]=[CH:19][N:18]=2)[CH:6]=1)([CH3:4])([CH3:3])[CH3:2].Cl. (3) The reactants are [C:1]([C:3]1([C:6]2[CH:7]=[C:8]([CH:12]=[CH:13][CH:14]=2)[C:9](Cl)=[O:10])[CH2:5][CH2:4]1)#[N:2].[NH2:15][C:16]1[CH:17]=[C:18]([CH:35]=[CH:36][CH:37]=1)[O:19][C:20]1[CH:21]=[CH:22][C:23]2[N:24]([N:26]=[C:27]([NH:29][C:30]([CH:32]3[CH2:34][CH2:33]3)=[O:31])[N:28]=2)[CH:25]=1. The catalyst is CN(C)C(=O)C.C(OCC)(=O)C. The product is [C:1]([C:3]1([C:6]2[CH:7]=[C:8]([CH:12]=[CH:13][CH:14]=2)[C:9]([NH:15][C:16]2[CH:37]=[CH:36][CH:35]=[C:18]([O:19][C:20]3[CH:21]=[CH:22][C:23]4[N:24]([N:26]=[C:27]([NH:29][C:30]([CH:32]5[CH2:33][CH2:34]5)=[O:31])[N:28]=4)[CH:25]=3)[CH:17]=2)=[O:10])[CH2:5][CH2:4]1)#[N:2]. The yield is 0.630. (4) The reactants are [OH:1][C:2]1[CH:7]=[CH:6][C:5]([CH2:8][C:9]([O:11][CH2:12][CH3:13])=[O:10])=[CH:4][CH:3]=1.C([O-])([O-])=O.[K+].[K+].Cl[CH2:21][C:22]1[CH:31]=[CH:30][C:29]2[C:24](=[CH:25][CH:26]=[CH:27][CH:28]=2)[N:23]=1. The catalyst is C(#N)C.O. The product is [N:23]1[C:24]2[C:29](=[CH:28][CH:27]=[CH:26][CH:25]=2)[CH:30]=[CH:31][C:22]=1[CH2:21][O:1][C:2]1[CH:3]=[CH:4][C:5]([CH2:8][C:9]([O:11][CH2:12][CH3:13])=[O:10])=[CH:6][CH:7]=1. The yield is 0.950. (5) The reactants are C[O:2][C:3](=[O:32])/[C:4](/[O:30][CH3:31])=[CH:5]/[C:6]1[C:11]2[S:12][CH:13]=[CH:14][C:10]=2[C:9]([O:15][CH2:16][CH2:17][C:18]2[N:19]=[C:20]([C:24]3[CH:29]=[CH:28][CH:27]=[CH:26][CH:25]=3)[O:21][C:22]=2[CH3:23])=[CH:8][CH:7]=1.[OH-].[K+].Cl. The catalyst is CO.O. The product is [CH3:31][O:30]/[C:4](=[CH:5]\[C:6]1[C:11]2[S:12][CH:13]=[CH:14][C:10]=2[C:9]([O:15][CH2:16][CH2:17][C:18]2[N:19]=[C:20]([C:24]3[CH:29]=[CH:28][CH:27]=[CH:26][CH:25]=3)[O:21][C:22]=2[CH3:23])=[CH:8][CH:7]=1)/[C:3]([OH:32])=[O:2]. The yield is 0.950. (6) The reactants are C(OC([NH:8][C@H:9]([C:11]([NH:13][CH:14]1[N:20]=[C:19]([C:21]2[CH:26]=[CH:25][CH:24]=[CH:23][CH:22]=2)[C:18]2[CH:27]=[CH:28][CH:29]=[CH:30][C:17]=2[N:16]([CH2:31][C:32](=[O:39])[C:33]2[CH:38]=[CH:37][CH:36]=[CH:35][CH:34]=2)[C:15]1=[O:40])=[O:12])[CH3:10])=O)(C)(C)C.C(O)(C(F)(F)F)=O.C(Cl)Cl. No catalyst specified. The product is [NH2:8][C@H:9]([C:11]([NH:13][CH:14]1[N:20]=[C:19]([C:21]2[CH:26]=[CH:25][CH:24]=[CH:23][CH:22]=2)[C:18]2[CH:27]=[CH:28][CH:29]=[CH:30][C:17]=2[N:16]([CH2:31][C:32](=[O:39])[C:33]2[CH:38]=[CH:37][CH:36]=[CH:35][CH:34]=2)[C:15]1=[O:40])=[O:12])[CH3:10]. The yield is 0.940. (7) The reactants are [NH2:1][C:2]1[N:10]=[CH:9][CH:8]=[CH:7][C:3]=1[C:4](O)=[O:5].[H-].[H-].[H-].[H-].[Li+].[Al+3].C1COCC1. No catalyst specified. The product is [NH2:1][C:2]1[C:3]([CH2:4][OH:5])=[CH:7][CH:8]=[CH:9][N:10]=1. The yield is 0.870.